Dataset: Forward reaction prediction with 1.9M reactions from USPTO patents (1976-2016). Task: Predict the product of the given reaction. (1) Given the reactants [CH3:1][C:2]1([C:5]([OH:7])=O)[CH2:4][CH2:3]1.CCN=C=NCCCN(C)C.C1C=C2N=NN(O)C2=CC=1.O.CCN(C(C)C)C(C)C.[NH2:39][CH2:40][C:41]1[C:42](=[O:58])[N:43]2[CH2:50][CH2:49][C@H:48]([C:51]3[CH:56]=[CH:55][C:54]([Cl:57])=[CH:53][CH:52]=3)[N:47]=[C:44]2[NH:45][N:46]=1, predict the reaction product. The product is: [Cl:57][C:54]1[CH:55]=[CH:56][C:51]([C@H:48]2[CH2:49][CH2:50][N:43]3[C:44]([NH:45][N:46]=[C:41]([CH2:40][NH:39][C:5]([C:2]4([CH3:1])[CH2:4][CH2:3]4)=[O:7])[C:42]3=[O:58])=[N:47]2)=[CH:52][CH:53]=1. (2) Given the reactants [CH:1]1([NH:4][C:5](=O)[C:6]2[CH:11]=[CH:10][N:9]=[CH:8][CH:7]=2)[CH2:3][CH2:2]1.O=S(Cl)[Cl:15], predict the reaction product. The product is: [ClH:15].[CH:1]1([N:4]=[C:5]([Cl:15])[C:6]2[CH:11]=[CH:10][N:9]=[CH:8][CH:7]=2)[CH2:3][CH2:2]1. (3) Given the reactants CS([NH:5][C:6]1[CH:35]=[CH:34][C:9]([C:10]([N:12]2[C:21]3[C:16](=[CH:17][CH:18]=[CH:19][CH:20]=3)[CH:15]([N:22]([C:27]3[CH:32]=[CH:31][CH:30]=[CH:29][CH:28]=3)[C:23](=[O:26])[CH2:24]C)[CH2:14][CH:13]2[CH3:33])=[O:11])=[CH:8][CH:7]=1)(=O)=O.NC1C=CC(C(N2C3C(=CC=CC=3)[C@H](N(C3C=CC=CC=3)[C:54](=[O:56])[CH3:55])C[C@@H]2C)=O)=CC=1.CS(OS(C)(=O)=O)(=O)=[O:68], predict the reaction product. The product is: [C:23]([N:22]([C:27]1[CH:32]=[CH:31][CH:30]=[CH:29][CH:28]=1)[C@H:15]1[C:16]2[C:21](=[CH:20][CH:19]=[CH:18][CH:17]=2)[N:12]([C:10]([C:9]2[CH:34]=[CH:35][C:6]([NH:5][CH2:55][C:54]([OH:56])=[O:68])=[CH:7][CH:8]=2)=[O:11])[C@@H:13]([CH3:33])[CH2:14]1)(=[O:26])[CH3:24]. (4) The product is: [CH2:23]([O:26][C:27]([N:15]1[N:16]=[C:17]2[C:13]([CH:12]3[N:11]([S:8]([C:5]4[CH:6]=[CH:7][C:2]([Cl:1])=[CH:3][CH:4]=4)(=[O:9])=[O:10])[CH:19]([CH2:18]2)[CH2:20][CH2:21][CH2:22]3)=[CH:14]1)=[O:28])[CH:24]=[CH2:25]. Given the reactants [Cl:1][C:2]1[CH:7]=[CH:6][C:5]([S:8]([N:11]2[CH:19]3[CH2:20][CH2:21][CH2:22][CH:12]2[C:13]2[CH:14]=[N:15][NH:16][C:17]=2[CH2:18]3)(=[O:10])=[O:9])=[CH:4][CH:3]=1.[CH2:23]([O:26][C:27](Cl)=[O:28])[CH:24]=[CH2:25], predict the reaction product. (5) Given the reactants [NH2:1][C:2]1[CH:3]=[C:4]([C:8]2[O:9][C:10]3[CH:16]=[C:15]([NH2:17])[CH:14]=[CH:13][C:11]=3[N:12]=2)[CH:5]=[CH:6][CH:7]=1.[Cl:18][C:19]1[CH:20]=[C:21]([CH:25]=[C:26]([Cl:28])[CH:27]=1)[C:22](Cl)=[O:23], predict the reaction product. The product is: [Cl:18][C:19]1[CH:20]=[C:21]([CH:25]=[C:26]([Cl:28])[CH:27]=1)[C:22]([NH:17][C:15]1[CH:14]=[CH:13][C:11]2[N:12]=[C:8]([C:4]3[CH:5]=[CH:6][CH:7]=[C:2]([NH:1][C:22](=[O:23])[C:21]4[CH:20]=[C:19]([Cl:18])[CH:27]=[C:26]([Cl:28])[CH:25]=4)[CH:3]=3)[O:9][C:10]=2[CH:16]=1)=[O:23]. (6) Given the reactants [F:1][C@H:2]1[CH2:6][NH:5][C@H:4]([C:7]([NH:9][CH2:10][C:11]2[CH:16]=[C:15]([C:17]3[CH:18]=[N:19][C:20]([C:23]([F:26])([F:25])[F:24])=[N:21][CH:22]=3)[CH:14]=[C:13]([CH3:27])[N:12]=2)=[O:8])[CH2:3]1.C(N(CC)CC)C.[F:35][C:36]1[CH:41]=[CH:40][C:39]([S:42](Cl)(=[O:44])=[O:43])=[CH:38][CH:37]=1, predict the reaction product. The product is: [F:1][C@H:2]1[CH2:6][N:5]([S:42]([C:39]2[CH:40]=[CH:41][C:36]([F:35])=[CH:37][CH:38]=2)(=[O:44])=[O:43])[C@H:4]([C:7]([NH:9][CH2:10][C:11]2[CH:16]=[C:15]([C:17]3[CH:22]=[N:21][C:20]([C:23]([F:26])([F:25])[F:24])=[N:19][CH:18]=3)[CH:14]=[C:13]([CH3:27])[N:12]=2)=[O:8])[CH2:3]1. (7) Given the reactants Cl[C:2]1[CH:7]=[CH:6][C:5]([Cl:8])=[CH:4][C:3]=1[N+:9]([O-:11])=[O:10].[NH:12]1[CH2:17][CH2:16][CH:15]([CH2:18][CH2:19][N:20]2[CH2:25][CH2:24][CH2:23][CH2:22][CH2:21]2)[CH2:14][CH2:13]1, predict the reaction product. The product is: [Cl:8][C:5]1[CH:6]=[CH:7][C:2]([N:12]2[CH2:13][CH2:14][CH:15]([CH2:18][CH2:19][N:20]3[CH2:25][CH2:24][CH2:23][CH2:22][CH2:21]3)[CH2:16][CH2:17]2)=[C:3]([N+:9]([O-:11])=[O:10])[CH:4]=1.